Dataset: Forward reaction prediction with 1.9M reactions from USPTO patents (1976-2016). Task: Predict the product of the given reaction. (1) Given the reactants O.[OH-].[Ba+2].[OH-].[Br:5][C:6]1[CH:11]=[CH:10][C:9](I)=[C:8]([CH3:13])[CH:7]=1.[Cl:14][C:15]1[CH:16]=[C:17](B(O)O)[CH:18]=[CH:19][CH:20]=1, predict the reaction product. The product is: [Br:5][C:6]1[CH:11]=[CH:10][C:9]([C:19]2[CH:18]=[CH:17][CH:16]=[C:15]([Cl:14])[CH:20]=2)=[C:8]([CH3:13])[CH:7]=1. (2) Given the reactants [CH3:1][C:2]1[CH:10]=[C:9]2[C:5]([CH:6]=[C:7]([CH2:11][CH2:12][C:13]([O:15]C)=[O:14])[NH:8]2)=[CH:4][CH:3]=1.O[Li].O.Cl, predict the reaction product. The product is: [CH3:1][C:2]1[CH:10]=[C:9]2[C:5]([CH:6]=[C:7]([CH2:11][CH2:12][C:13]([OH:15])=[O:14])[NH:8]2)=[CH:4][CH:3]=1. (3) Given the reactants [CH2:1]([C:11]1[C:18]2[S:17][C:16]3[C:19]([CH2:25][CH2:26][CH2:27][CH2:28][CH2:29][CH2:30][CH2:31][CH2:32][CH2:33][CH3:34])=[C:20](C(O)=O)[S:21][C:15]=3[C:14]=2[S:13][C:12]=1C(O)=O)[CH2:2][CH2:3][CH2:4][CH2:5][CH2:6][CH2:7][CH2:8][CH2:9][CH3:10].N1C2C(=CC=CC=2)C=CC=1.C(=O)=O, predict the reaction product. The product is: [CH2:1]([C:11]1[C:18]2[S:17][C:16]3[C:19]([CH2:25][CH2:26][CH2:27][CH2:28][CH2:29][CH2:30][CH2:31][CH2:32][CH2:33][CH3:34])=[CH:20][S:21][C:15]=3[C:14]=2[S:13][CH:12]=1)[CH2:2][CH2:3][CH2:4][CH2:5][CH2:6][CH2:7][CH2:8][CH2:9][CH3:10]. (4) Given the reactants [CH3:1][S:2]([C:5]1[CH:10]=[CH:9][C:8]([CH:11]2[CH2:13][CH:12]2[C:14]([O:16]CC)=[O:15])=[CH:7][CH:6]=1)(=[O:4])=[O:3].[OH-].[K+].Cl, predict the reaction product. The product is: [CH3:1][S:2]([C:5]1[CH:6]=[CH:7][C:8]([CH:11]2[CH2:13][CH:12]2[C:14]([OH:16])=[O:15])=[CH:9][CH:10]=1)(=[O:3])=[O:4]. (5) Given the reactants [Cl:1][C:2]1[CH:3]=[N:4][C:5](I)=[N:6][CH:7]=1.[Br-].[CH2:10]([O:12][C:13](=[O:17])[CH2:14][CH2:15][Zn+])[CH3:11], predict the reaction product. The product is: [Cl:1][C:2]1[CH:3]=[N:4][C:5]([CH2:15][CH2:14][C:13]([O:12][CH2:10][CH3:11])=[O:17])=[N:6][CH:7]=1. (6) Given the reactants [NH2:1][CH2:2][C@@H:3]([NH:21][C:22](=[O:34])[C:23]1[CH:28]=[CH:27][C:26]([O:29][CH:30]([CH3:32])[CH3:31])=[C:25]([Cl:33])[CH:24]=1)[CH2:4][C:5]1[CH:10]=[CH:9][C:8]([C:11]2[N:12]=[C:13]3[C:18]([CH3:19])=[CH:17][CH:16]=[CH:15][N:14]3[CH:20]=2)=[CH:7][CH:6]=1.[CH3:35][N:36]([CH3:41])[CH2:37][C:38](O)=[O:39], predict the reaction product. The product is: [Cl:33][C:25]1[CH:24]=[C:23]([CH:28]=[CH:27][C:26]=1[O:29][CH:30]([CH3:32])[CH3:31])[C:22]([NH:21][C@@H:3]([CH2:4][C:5]1[CH:10]=[CH:9][C:8]([C:11]2[N:12]=[C:13]3[C:18]([CH3:19])=[CH:17][CH:16]=[CH:15][N:14]3[CH:20]=2)=[CH:7][CH:6]=1)[CH2:2][NH:1][C:38](=[O:39])[CH2:37][N:36]([CH3:41])[CH3:35])=[O:34]. (7) Given the reactants [O:1]=[S:2]1(=[O:16])[CH2:8][CH2:7][C:6]([C:9]([OH:11])=O)=[CH:5][C:4]2[CH:12]=[CH:13][CH:14]=[CH:15][C:3]1=2.ON1C2C=CC=CC=2N=N1.Cl.C(N=C=NCCCN(C)C)C.[N:39]1([C:44]2[CH:45]=[C:46]([CH:48]=[CH:49][CH:50]=2)[NH2:47])[CH:43]=[CH:42][N:41]=[CH:40]1, predict the reaction product. The product is: [N:39]1([C:44]2[CH:45]=[C:46]([NH:47][C:9]([C:6]3[CH2:7][CH2:8][S:2](=[O:1])(=[O:16])[C:3]4[CH:15]=[CH:14][CH:13]=[CH:12][C:4]=4[CH:5]=3)=[O:11])[CH:48]=[CH:49][CH:50]=2)[CH:43]=[CH:42][N:41]=[CH:40]1. (8) The product is: [CH3:1][N:2]([C:14]1[N:23]=[C:22]([NH2:24])[C:21]2[C:16](=[CH:17][C:18]([O:27][CH3:28])=[C:19]([O:25][CH3:26])[CH:20]=2)[N:15]=1)[CH2:3][CH2:4][CH2:5][NH:6][C:7]([CH:9]1[O:13][CH2:12][CH2:11][CH2:10]1)=[O:8].[ClH:29]. Given the reactants [CH3:1][N:2]([C:14]1[N:23]=[C:22]([NH2:24])[C:21]2[C:16](=[CH:17][C:18]([O:27][CH3:28])=[C:19]([O:25][CH3:26])[CH:20]=2)[N:15]=1)[CH2:3][CH2:4][CH2:5][NH:6][C:7]([CH:9]1[O:13][CH2:12][CH2:11][CH2:10]1)=[O:8].[Cl:29]CCl.Cl, predict the reaction product. (9) Given the reactants [Br:1][C:2]1[CH:7]=[CH:6][C:5]([F:8])=[C:4](C)[C:3]=1[CH3:10].[CH3:23][C:22]([O:21][C:19](O[C:19]([O:21][C:22]([CH3:25])([CH3:24])[CH3:23])=[O:20])=[O:20])([CH3:25])[CH3:24].[OH2:26].C[N:28]([CH:30]=[O:31])C, predict the reaction product. The product is: [Br:1][C:2]1[C:3]([CH3:10])=[C:4]([N:28]([C:19]([O:21][C:22]([CH3:23])([CH3:24])[CH3:25])=[O:20])[C:30](=[O:31])[O:26][C:3]([CH3:10])([CH3:4])[CH3:2])[C:5]([F:8])=[CH:6][CH:7]=1. (10) The product is: [C:2]1([NH:1][C@H:21]([C:22]([O:24][CH2:25][CH3:26])=[O:23])[CH3:27])[CH:7]=[CH:6][CH:5]=[CH:4][CH:3]=1. Given the reactants [NH2:1][C:2]1[CH:7]=[CH:6][CH:5]=[CH:4][CH:3]=1.C(N(CC)CC)C.FC(F)(F)S(O[CH:21]([CH3:27])[C:22]([O:24][CH2:25][CH3:26])=[O:23])(=O)=O, predict the reaction product.